Predict the reactants needed to synthesize the given product. From a dataset of Full USPTO retrosynthesis dataset with 1.9M reactions from patents (1976-2016). (1) Given the product [F:19][C:13]([F:20])([C:2]1[CH:7]=[CH:6][C:5]([S:8]([CH3:11])(=[O:10])=[O:9])=[CH:4][CH:3]=1)[C:14]([O:16][CH2:17][CH3:18])=[O:15], predict the reactants needed to synthesize it. The reactants are: I[C:2]1[CH:7]=[CH:6][C:5]([S:8]([CH3:11])(=[O:10])=[O:9])=[CH:4][CH:3]=1.I[C:13]([F:20])([F:19])[C:14]([O:16][CH2:17][CH3:18])=[O:15].[Cl-].[NH4+]. (2) Given the product [Br:1][C:2]1[CH:7]=[CH:6][CH:5]=[CH:4][C:3]=1[NH:8][C:9](=[O:23])[NH:10][C:11]1[CH:16]=[CH:15][C:14]([CH2:17][C:18]([NH:24][C@@H:25]([CH3:44])[CH2:26][O:27][C:28]2[CH:43]=[CH:42][C:31]([C:32]([O:34][CH2:35][C:36]3[CH:37]=[CH:38][CH:39]=[CH:40][CH:41]=3)=[O:33])=[CH:30][CH:29]=2)=[O:20])=[CH:13][C:12]=1[O:21][CH3:22], predict the reactants needed to synthesize it. The reactants are: [Br:1][C:2]1[CH:7]=[CH:6][CH:5]=[CH:4][C:3]=1[NH:8][C:9](=[O:23])[NH:10][C:11]1[CH:16]=[CH:15][C:14]([CH2:17][C:18]([OH:20])=O)=[CH:13][C:12]=1[O:21][CH3:22].[NH2:24][C@@H:25]([CH3:44])[CH2:26][O:27][C:28]1[CH:43]=[CH:42][C:31]([C:32]([O:34][CH2:35][C:36]2[CH:41]=[CH:40][CH:39]=[CH:38][CH:37]=2)=[O:33])=[CH:30][CH:29]=1.CCN=C=NCCCN(C)C.Cl.C1C=CC2N(O)N=NC=2C=1. (3) Given the product [NH2:41][C:42]1([C:46]2[CH:47]=[CH:48][C:49]([C:52]3[C:53]([C:67]4[CH:68]=[CH:69][CH:70]=[CH:71][CH:72]=4)=[CH:54][C:55]4[N:61]([CH2:62][CH2:63][F:64])[C:60](=[O:65])[CH2:59][CH2:58][NH:57][C:56]=4[N:66]=3)=[CH:50][CH:51]=2)[CH2:45][CH2:44][CH2:43]1, predict the reactants needed to synthesize it. The reactants are: N1C=CN=C1CN1C(=O)COC2N=C(C3C=CC(C4(N)CCC4)=CC=3)C(C3C=CC=CC=3)=CC1=2.C(OC(=O)[NH:41][C:42]1([C:46]2[CH:51]=[CH:50][C:49]([C:52]3[C:53]([C:67]4[CH:72]=[CH:71][CH:70]=[CH:69][CH:68]=4)=[CH:54][C:55]4[N:61]([CH2:62][CH2:63][F:64])[C:60](=[O:65])[CH2:59][CH2:58][NH:57][C:56]=4[N:66]=3)=[CH:48][CH:47]=2)[CH2:45][CH2:44][CH2:43]1)(C)(C)C. (4) Given the product [C:12]([C:11]1[CH:10]=[C:9]([NH:8][C:19](=[O:20])[C:18]([F:29])([F:28])[F:17])[CH:16]=[CH:15][CH:14]=1)#[N:13], predict the reactants needed to synthesize it. The reactants are: C(N(CC)CC)C.[NH2:8][C:9]1[CH:10]=[C:11]([CH:14]=[CH:15][CH:16]=1)[C:12]#[N:13].[F:17][C:18]([F:29])([F:28])[C:19](O[C:19](=[O:20])[C:18]([F:29])([F:28])[F:17])=[O:20]. (5) Given the product [NH2:17][C:11]1([C:9]([NH:8][CH2:1][C:2]2[CH:3]=[CH:4][CH:5]=[CH:6][CH:7]=2)=[O:10])[CH2:16][CH2:15][CH2:14][CH2:13][CH2:12]1, predict the reactants needed to synthesize it. The reactants are: [CH2:1]([NH:8][C:9]([C:11]1([NH:17]C(=O)OC(C)(C)C)[CH2:16][CH2:15][CH2:14][CH2:13][CH2:12]1)=[O:10])[C:2]1[CH:7]=[CH:6][CH:5]=[CH:4][CH:3]=1. (6) Given the product [NH2:18][C:17]([C:16]([Cl:20])([Cl:19])[Cl:15])=[C:8]([C:6]#[N:7])[C:9]([O:11][CH2:12][CH:13]=[CH2:14])=[O:10], predict the reactants needed to synthesize it. The reactants are: CC([O-])=O.[K+].[C:6]([CH2:8][C:9]([O:11][CH2:12][CH:13]=[CH2:14])=[O:10])#[N:7].[Cl:15][C:16]([Cl:20])([Cl:19])[C:17]#[N:18].O. (7) The reactants are: [I:1][C:2]1[CH:3]=[C:4]([CH:8]=[CH:9][CH:10]=1)[C:5]([OH:7])=O.C([N:13]([CH:17]([CH3:19])[CH3:18])C(C)C)C.C1(N)CC1. Given the product [CH:17]1([NH:13][C:5](=[O:7])[C:4]2[CH:8]=[CH:9][CH:10]=[C:2]([I:1])[CH:3]=2)[CH2:19][CH2:18]1, predict the reactants needed to synthesize it. (8) Given the product [Br:21][C:22]1[N:23]=[CH:24][N:25]([C:2]2[N:7]=[C:6]([CH:8]([CH3:10])[CH3:9])[CH:5]=[C:4]([C:11]3[CH:16]=[CH:15][C:14]([C:17]([F:20])([F:19])[F:18])=[CH:13][CH:12]=3)[N:3]=2)[CH:26]=1, predict the reactants needed to synthesize it. The reactants are: Cl[C:2]1[N:7]=[C:6]([CH:8]([CH3:10])[CH3:9])[CH:5]=[C:4]([C:11]2[CH:16]=[CH:15][C:14]([C:17]([F:20])([F:19])[F:18])=[CH:13][CH:12]=2)[N:3]=1.[Br:21][C:22]1[N:23]=[CH:24][NH:25][CH:26]=1. (9) Given the product [CH:20]12[NH:25][CH:23]([CH2:22][CH2:21]1)[CH2:24][CH:18]([C:15]1[N:14]=[C:13]([NH:12][C:9]3[N:10]=[CH:11][C:6]([S:5][CH2:4][C:3]([O:2][CH3:1])=[O:41])=[CH:7][C:8]=3[O:33][C:34]3[C:35]([CH3:40])=[N:36][CH:37]=[CH:38][CH:39]=3)[S:17][N:16]=1)[CH2:19]2, predict the reactants needed to synthesize it. The reactants are: [CH3:1][O:2][C:3](=[O:41])[CH2:4][S:5][C:6]1[CH:7]=[C:8]([O:33][C:34]2[C:35]([CH3:40])=[N:36][CH:37]=[CH:38][CH:39]=2)[C:9]([NH:12][C:13]2[S:17][N:16]=[C:15]([CH:18]3[CH2:24][CH:23]4[N:25](C(OC(C)(C)C)=O)[CH:20]([CH2:21][CH2:22]4)[CH2:19]3)[N:14]=2)=[N:10][CH:11]=1.C(O)(C(F)(F)F)=O.